Dataset: Catalyst prediction with 721,799 reactions and 888 catalyst types from USPTO. Task: Predict which catalyst facilitates the given reaction. (1) Reactant: [NH2:1][C:2]1[CH:3]=[C:4]([C:9]2[O:10][C:11]3[C:16]([C:17](=[O:20])[C:18]=2[OH:19])=[CH:15][C:14]([CH3:21])=[CH:13][CH:12]=3)[CH:5]=[CH:6][C:7]=1[OH:8].[C:22](OC(=O)C)(=[O:24])[CH3:23]. Product: [OH:8][C:7]1[CH:6]=[CH:5][C:4]([C:9]2[O:10][C:11]3[C:16]([C:17](=[O:20])[C:18]=2[OH:19])=[CH:15][C:14]([CH3:21])=[CH:13][CH:12]=3)=[CH:3][C:2]=1[NH:1][C:22](=[O:24])[CH3:23]. The catalyst class is: 4. (2) Reactant: COC(=O)[C:4]1C=C[C:7]([NH:10][C:11]([N:13]2[CH2:17][C@@H:16]([CH2:18][C:19]([CH3:22])([CH3:21])[CH3:20])[C@@:15]([C:25]3[CH:30]=[CH:29][C:28]([Cl:31])=[CH:27][C:26]=3[F:32])([C:23]#[N:24])[C@H:14]2[C:33]2[CH:38]=[CH:37][CH:36]=[C:35]([Cl:39])[C:34]=2[F:40])=[O:12])=[CH:6][C:5]=1OC.[Li+].[OH-:45].[CH2:46]1[CH2:50][O:49][CH2:48][CH2:47]1. Product: [Cl:39][C:35]1[C:34]([F:40])=[C:33]([C@@H:14]2[C@:15]([C:25]3[CH:30]=[CH:29][C:28]([Cl:31])=[CH:27][C:26]=3[F:32])([C:23]#[N:24])[C@H:16]([CH2:18][C:19]([CH3:20])([CH3:22])[CH3:21])[CH2:17][N:13]2[C:11]([NH:10][CH2:7][CH:6]2[CH2:5][CH2:4][CH:47]([C:48]([OH:45])=[O:49])[CH2:46][CH2:50]2)=[O:12])[CH:38]=[CH:37][CH:36]=1. The catalyst class is: 6. (3) Reactant: [CH3:1][O:2][C:3]1[CH:11]=[C:10]([N+:12]([O-:14])=[O:13])[CH:9]=[CH:8][C:4]=1[C:5]([OH:7])=O.CN1CCOCC1.CN(C(ON1N=NC2C=CC=CC1=2)=[N+](C)C)C.[B-](F)(F)(F)F.[CH3:44][C:45]1[N:50]=[CH:49][C:48]([CH2:51][NH2:52])=[CH:47][CH:46]=1. Product: [CH3:1][O:2][C:3]1[CH:11]=[C:10]([N+:12]([O-:14])=[O:13])[CH:9]=[CH:8][C:4]=1[C:5]([NH:52][CH2:51][C:48]1[CH:49]=[N:50][C:45]([CH3:44])=[CH:46][CH:47]=1)=[O:7]. The catalyst class is: 85. (4) Reactant: [N:1]1([C:11]2[C:20]3[C:15](=[CH:16][CH:17]=[C:18]([C:21]4[CH:22]=[C:23]5[CH:29]=[CH:28][N:27]([Si](C(C)C)(C(C)C)C(C)C)[C:24]5=[N:25][CH:26]=4)[CH:19]=3)[N:14]=[CH:13][N:12]=2)[C:10]2[C:5](=[CH:6][CH:7]=[CH:8][CH:9]=2)[CH2:4][CH2:3][CH2:2]1.[F-].[Cs+]. Product: [N:1]1([C:11]2[C:20]3[C:15](=[CH:16][CH:17]=[C:18]([C:21]4[CH:22]=[C:23]5[CH:29]=[CH:28][NH:27][C:24]5=[N:25][CH:26]=4)[CH:19]=3)[N:14]=[CH:13][N:12]=2)[C:10]2[C:5](=[CH:6][CH:7]=[CH:8][CH:9]=2)[CH2:4][CH2:3][CH2:2]1. The catalyst class is: 245. (5) Reactant: [C:1]([O:5][C:6]([NH:8][CH2:9][C:10]1[C:19]([C:20]([O:22]CC)=[O:21])=[CH:18][C:17]2[C:12](=[CH:13][CH:14]=[CH:15][C:16]=2[F:25])[N:11]=1)=[O:7])([CH3:4])([CH3:3])[CH3:2].CO.O.[OH-].[Li+]. Product: [C:1]([O:5][C:6]([NH:8][CH2:9][C:10]1[C:19]([C:20]([OH:22])=[O:21])=[CH:18][C:17]2[C:12](=[CH:13][CH:14]=[CH:15][C:16]=2[F:25])[N:11]=1)=[O:7])([CH3:4])([CH3:2])[CH3:3]. The catalyst class is: 1. (6) Product: [C:1]1([CH2:7][O:8][C:9]2[CH:17]=[CH:16][CH:15]=[CH:14][C:10]=2[C:11]([O:13][CH2:21][CH2:20][CH2:19][Br:18])=[O:12])[CH:2]=[CH:3][CH:4]=[CH:5][CH:6]=1. Reactant: [C:1]1([CH2:7][O:8][C:9]2[CH:17]=[CH:16][CH:15]=[CH:14][C:10]=2[C:11]([OH:13])=[O:12])[CH:6]=[CH:5][CH:4]=[CH:3][CH:2]=1.[Br:18][CH2:19][CH2:20][CH2:21]O.Cl.CN(C)CCCN=C=NCC. The catalyst class is: 119.